This data is from Forward reaction prediction with 1.9M reactions from USPTO patents (1976-2016). The task is: Predict the product of the given reaction. (1) Given the reactants [C:1]([C:4]1[S:8][C:7]([NH:9][CH:10]2[CH2:15][CH2:14][CH2:13][N:12](C(OC(C)(C)C)=O)[CH2:11]2)=[N:6][C:5]=1[NH2:23])(=[O:3])[CH3:2].[ClH:24], predict the reaction product. The product is: [ClH:24].[ClH:24].[NH2:23][C:5]1[N:6]=[C:7]([NH:9][CH:10]2[CH2:15][CH2:14][CH2:13][NH:12][CH2:11]2)[S:8][C:4]=1[C:1](=[O:3])[CH3:2]. (2) Given the reactants [NH2:1][C:2]1[CH:7]=[C:6]([CH2:8][OH:9])[CH:5]=[CH:4][N:3]=1.C([O-])(O)=O.[Na+].Cl[CH2:16][CH:17]=O, predict the reaction product. The product is: [N:1]1[CH:16]=[CH:17][N:3]2[CH:4]=[CH:5][C:6]([CH2:8][OH:9])=[CH:7][C:2]=12. (3) The product is: [CH2:17]([O:19][C:20]1[CH:28]=[CH:27][CH:26]=[CH:25][C:21]=1[C:22]([N:13]1[CH2:14][CH:15]2[CH:11]([CH2:10][N:9]([C:5]3[N:4]=[C:3]([O:2][CH3:1])[CH:8]=[CH:7][N:6]=3)[CH2:16]2)[CH2:12]1)=[O:23])[CH3:18]. Given the reactants [CH3:1][O:2][C:3]1[CH:8]=[CH:7][N:6]=[C:5]([N:9]2[CH2:16][CH:15]3[CH:11]([CH2:12][NH:13][CH2:14]3)[CH2:10]2)[N:4]=1.[CH2:17]([O:19][C:20]1[CH:28]=[CH:27][CH:26]=[CH:25][C:21]=1[C:22](O)=[O:23])[CH3:18], predict the reaction product. (4) Given the reactants [CH2:1]([O:8][C:9]1[CH:15]=[CH:14][C:13]([F:16])=[CH:12][C:10]=1[NH2:11])[C:2]1[CH:7]=[CH:6][CH:5]=[CH:4][CH:3]=1.[N:17]([O-])=O.[Na+].[Sn](Cl)Cl, predict the reaction product. The product is: [CH2:1]([O:8][C:9]1[CH:15]=[CH:14][C:13]([F:16])=[CH:12][C:10]=1[NH:11][NH2:17])[C:2]1[CH:7]=[CH:6][CH:5]=[CH:4][CH:3]=1. (5) Given the reactants [C:1]1([CH3:11])[CH:6]=[CH:5][C:4]([S:7](Cl)(=[O:9])=[O:8])=[CH:3][CH:2]=1.[CH3:12][NH:13][CH2:14][CH2:15][OH:16].C(N([CH2:22][CH3:23])CC)C, predict the reaction product. The product is: [C:1]1([CH3:11])[CH:6]=[CH:5][C:4]([S:7]([O:16][CH2:15][CH2:14][N:13]([CH3:12])[S:7]([C:4]2[CH:5]=[CH:6][C:22]([CH3:23])=[CH:2][CH:3]=2)(=[O:9])=[O:8])(=[O:9])=[O:8])=[CH:3][CH:2]=1. (6) Given the reactants [N:1]1([C:8]2[CH:13]=[CH:12][N:11]=[C:10]([NH:14][C@H:15]3[CH2:19][CH2:18][N:17]([CH:20]4[CH2:25][CH2:24][CH2:23][CH2:22][CH2:21]4)[C@@H:16]3[CH2:26][N:27]=[N+]=[N-])[N:9]=2)[CH2:7][CH2:6][CH2:5][CH2:4][CH2:3][CH2:2]1, predict the reaction product. The product is: [NH2:27][CH2:26][C@@H:16]1[C@@H:15]([NH:14][C:10]2[N:9]=[C:8]([N:1]3[CH2:7][CH2:6][CH2:5][CH2:4][CH2:3][CH2:2]3)[CH:13]=[CH:12][N:11]=2)[CH2:19][CH2:18][N:17]1[CH:20]1[CH2:21][CH2:22][CH2:23][CH2:24][CH2:25]1.